Dataset: Forward reaction prediction with 1.9M reactions from USPTO patents (1976-2016). Task: Predict the product of the given reaction. (1) Given the reactants [Cl:1][C:2]1[CH:7]=[CH:6][C:5]([N:8]([C@H:12]2[C:21]3[C:16](=[CH:17][CH:18]=[CH:19][CH:20]=3)[N:15]([C:22](=[O:30])[C:23]3[CH:28]=[CH:27][C:26]([OH:29])=[CH:25][CH:24]=3)[C@@H:14]([CH3:31])[CH2:13]2)[C:9](=[O:11])[CH3:10])=[CH:4][CH:3]=1.C([O-])([O-])=O.[K+].[K+].[CH2:38]([O:40][C:41]([C:43]1[N:44]([CH2:49][CH2:50][CH2:51]Br)[CH:45]=[N:46][C:47]=1[CH3:48])=[O:42])[CH3:39].N1C=CN=C1.[H-].[Na+], predict the reaction product. The product is: [CH2:38]([O:40][C:41]([C:43]1[N:44]([CH2:49][CH2:50][CH2:51][O:29][C:26]2[CH:25]=[CH:24][C:23]([C:22]([N:15]3[C:16]4[C:21](=[CH:20][CH:19]=[CH:18][CH:17]=4)[C@H:12]([N:8]([C:9](=[O:11])[CH3:10])[C:5]4[CH:4]=[CH:3][C:2]([Cl:1])=[CH:7][CH:6]=4)[CH2:13][C@@H:14]3[CH3:31])=[O:30])=[CH:28][CH:27]=2)[CH:45]=[N:46][C:47]=1[CH3:48])=[O:42])[CH3:39]. (2) Given the reactants [Cl:1][C:2]1[CH:25]=[N:24][C:5]2=[N:6][C:7]([N:12]3[CH2:15][CH:14]([NH:16][C:17](=[O:23])[O:18][C:19]([CH3:22])([CH3:21])[CH3:20])[CH2:13]3)=[C:8]([NH:10][NH2:11])[N:9]=[C:4]2[CH:3]=1.[CH:26](OC)(OC)OC, predict the reaction product. The product is: [Cl:1][C:2]1[CH:25]=[N:24][C:5]2[N:6]=[C:7]([N:12]3[CH2:15][CH:14]([NH:16][C:17](=[O:23])[O:18][C:19]([CH3:20])([CH3:21])[CH3:22])[CH2:13]3)[C:8]3[N:9]([CH:26]=[N:11][N:10]=3)[C:4]=2[CH:3]=1. (3) Given the reactants N1C=CC=CC=1.[F:7][C:8]([F:21])([F:20])[S:9]([O:12]S(C(F)(F)F)(=O)=O)(=[O:11])=[O:10].[OH:22][C:23]1[CH:28]=[CH:27][C:26]([C:29]([C:34]2[CH:39]=[CH:38][C:37](O)=[C:36]([CH3:41])[CH:35]=2)([CH2:32][CH3:33])[CH2:30][CH3:31])=[CH:25][C:24]=1[CH3:42].C(OCC)(=O)C, predict the reaction product. The product is: [CH2:30]([C:29]([C:34]1[CH:39]=[CH:38][C:37]([O:12][S:9]([C:8]([F:21])([F:20])[F:7])(=[O:11])=[O:10])=[C:36]([CH3:41])[CH:35]=1)([C:26]1[CH:27]=[CH:28][C:23]([OH:22])=[C:24]([CH3:42])[CH:25]=1)[CH2:32][CH3:33])[CH3:31]. (4) The product is: [F:1][C:2]1[CH:7]=[CH:6][C:5]([CH:22]=[O:23])=[C:4]([OH:8])[C:3]=1[OH:9]. Given the reactants [F:1][C:2]1[CH:7]=[CH:6][CH:5]=[C:4]([OH:8])[C:3]=1[OH:9].[Cl-].[Mg+2].[Cl-].C=O.C(N(CC)CC)C.[C:22]([O-])([O-])=[O:23].[Cs+].[Cs+].CI.B(Cl)(Cl)Cl.B(Br)(Br)Br, predict the reaction product. (5) Given the reactants [CH3:1][C:2]1([CH3:22])[CH:11]=[C:10]([CH3:12])[C:9]2[C:4](=[CH:5][CH:6]=[C:7](B3OC(C)(C)C(C)(C)O3)[CH:8]=2)[NH:3]1.[Cl:23][C:24]1[C:29](I)=[CH:28][CH:27]=[CH:26][C:25]=1[OH:31].CC([O-])=O.[K+], predict the reaction product. The product is: [Cl:23][C:24]1[C:29]([C:7]2[CH:8]=[C:9]3[C:4](=[CH:5][CH:6]=2)[NH:3][C:2]([CH3:1])([CH3:22])[CH:11]=[C:10]3[CH3:12])=[CH:28][CH:27]=[CH:26][C:25]=1[OH:31]. (6) The product is: [F:2][C:3]1[CH:8]=[C:7]([F:9])[CH:6]=[CH:5][C:4]=1[C@:10]12[CH2:19][O:18][C@@H:17]([C:20]3[CH:21]=[CH:22][N:37]=[C:34]([CH3:35])[N:36]=3)[CH2:16][C@H:15]1[CH2:14][S:13][C:12]([NH:24][C:25](=[O:32])[C:26]1[CH:27]=[CH:28][CH:29]=[CH:30][CH:31]=1)=[N:11]2. Given the reactants O.[F:2][C:3]1[CH:8]=[C:7]([F:9])[CH:6]=[CH:5][C:4]=1[C@:10]12[CH2:19][O:18][C@@H:17]([C:20](=O)[C:21]#[CH:22])[CH2:16][C@H:15]1[CH2:14][S:13][C:12]([NH:24][C:25](=[O:32])[C:26]1[CH:31]=[CH:30][CH:29]=[CH:28][CH:27]=1)=[N:11]2.Cl.[C:34]([NH2:37])(=[NH:36])[CH3:35].C(=O)([O-])[O-].[Na+].[Na+], predict the reaction product. (7) Given the reactants [CH3:1][N:2]([CH3:38])[C:3]([C:5]1[CH:10]=[CH:9][C:8]([NH:11][C:12]2[C:13]3[C:20]([F:21])=[CH:19][N:18]([CH:22]4[CH2:27][CH2:26][N:25]([C:28]5[N:33]=[CH:32][C:31]([C:34]([OH:36])=O)=[CH:30][N:29]=5)[CH2:24][CH2:23]4)[C:14]=3[N:15]=[CH:16][N:17]=2)=[C:7]([F:37])[CH:6]=1)=[O:4].[F:39][C:40]1([F:44])[CH2:43][NH:42][CH2:41]1.O.ON1C2C=CC=CC=2N=N1.Cl.C(N=C=NCCCN(C)C)C.C(=O)([O-])O.[Na+], predict the reaction product. The product is: [F:39][C:40]1([F:44])[CH2:43][N:42]([C:34]([C:31]2[CH:32]=[N:33][C:28]([N:25]3[CH2:26][CH2:27][CH:22]([N:18]4[C:14]5[N:15]=[CH:16][N:17]=[C:12]([NH:11][C:8]6[CH:9]=[CH:10][C:5]([C:3]([N:2]([CH3:38])[CH3:1])=[O:4])=[CH:6][C:7]=6[F:37])[C:13]=5[C:20]([F:21])=[CH:19]4)[CH2:23][CH2:24]3)=[N:29][CH:30]=2)=[O:36])[CH2:41]1.